Dataset: Catalyst prediction with 721,799 reactions and 888 catalyst types from USPTO. Task: Predict which catalyst facilitates the given reaction. (1) Reactant: [NH2:1][C:2](=O)[C@@H:3]([NH:12][C:13](=[O:19])[O:14][C:15]([CH3:18])([CH3:17])[CH3:16])[CH2:4][C:5]1[CH:10]=[CH:9][C:8]([Br:11])=[CH:7][CH:6]=1.O=P(Cl)(Cl)Cl. Product: [Br:11][C:8]1[CH:9]=[CH:10][C:5]([CH2:4][C@H:3]([NH:12][C:13](=[O:19])[O:14][C:15]([CH3:17])([CH3:16])[CH3:18])[C:2]#[N:1])=[CH:6][CH:7]=1. The catalyst class is: 17. (2) Reactant: [F:1][C@H:2]1[CH2:6][N:5]([C:7]([O:9][C:10]([CH3:13])([CH3:12])[CH3:11])=[O:8])[C@H:4]([CH2:14]O)[CH2:3]1.[C:16]([NH:23][S:24]([C:27]1[CH:32]=[CH:31][CH:30]=[CH:29][C:28]=1[N+:33]([O-:35])=[O:34])(=[O:26])=[O:25])([O:18][C:19]([CH3:22])([CH3:21])[CH3:20])=[O:17].C1(P(C2C=CC=CC=2)C2C=CC=CC=2)C=CC=CC=1.CCOC(/N=N/C(OCC)=O)=O.C1(C)C=CC=CC=1. Product: [C:19]([O:18][C:16]([N:23]([CH2:14][C@@H:4]1[CH2:3][C@@H:2]([F:1])[CH2:6][N:5]1[C:7]([O:9][C:10]([CH3:11])([CH3:12])[CH3:13])=[O:8])[S:24]([C:27]1[CH:32]=[CH:31][CH:30]=[CH:29][C:28]=1[N+:33]([O-:35])=[O:34])(=[O:26])=[O:25])=[O:17])([CH3:22])([CH3:20])[CH3:21]. The catalyst class is: 11.